From a dataset of Full USPTO retrosynthesis dataset with 1.9M reactions from patents (1976-2016). Predict the reactants needed to synthesize the given product. (1) Given the product [CH2:27]([O:26][C:24](=[O:25])[NH:2][CH2:3][C:4]1[CH:5]=[C:6]2[C:10](=[CH:11][CH:12]=1)[C:9](=[O:13])[N:8]([CH:14]1[CH2:19][CH2:18][C:17](=[O:20])[NH:16][C:15]1=[O:21])[C:7]2=[O:22])[CH2:28][CH2:29][CH2:30][CH2:31][CH3:32], predict the reactants needed to synthesize it. The reactants are: Cl.[NH2:2][CH2:3][C:4]1[CH:5]=[C:6]2[C:10](=[CH:11][CH:12]=1)[C:9](=[O:13])[N:8]([CH:14]1[CH2:19][CH2:18][C:17](=[O:20])[NH:16][C:15]1=[O:21])[C:7]2=[O:22].Cl[C:24]([O:26][CH2:27][CH2:28][CH2:29][CH2:30][CH2:31][CH3:32])=[O:25].C(N(CC)CC)C.CC#N. (2) Given the product [CH2:1]([O:3][C:4]([C:6]1[NH:7][C:8]([CH3:11])=[C:9]([C:23](=[O:24])[CH2:22][C:13]2[CH:14]=[CH:15][C:16]3[C:21](=[CH:20][CH:19]=[CH:18][CH:17]=3)[CH:12]=2)[CH:10]=1)=[O:5])[CH3:2], predict the reactants needed to synthesize it. The reactants are: [CH2:1]([O:3][C:4]([C:6]1[NH:7][C:8]([CH3:11])=[CH:9][CH:10]=1)=[O:5])[CH3:2].[CH:12]1[C:21]2[C:16](=[CH:17][CH:18]=[CH:19][CH:20]=2)[CH:15]=[CH:14][C:13]=1[CH2:22][C:23](Cl)=[O:24]. (3) The reactants are: [N:1]12[CH2:8][CH2:7][CH:4]([CH2:5][CH2:6]1)[C@@H:3]([O:9][C:10]1[N:15]=[CH:14][C:13]([C:16]3[CH:24]=[CH:23][CH:22]=[C:21]4[C:17]=3[CH:18]=[CH:19][NH:20]4)=[CH:12][N:11]=1)[CH2:2]2.[OH:25]O. Given the product [NH:20]1[C:21]2[C:17](=[C:16]([C:13]3[CH:12]=[N:11][C:10]([O:9][C@@H:3]4[CH:4]5[CH2:5][CH2:6][N+:1]([O-:25])([CH2:8][CH2:7]5)[CH2:2]4)=[N:15][CH:14]=3)[CH:24]=[CH:23][CH:22]=2)[CH:18]=[CH:19]1, predict the reactants needed to synthesize it. (4) Given the product [CH:1]1(/[CH:7]=[CH:8]/[C:9]2[S:13][CH:12]=[C:11]([CH:14]([OH:15])[CH2:16][C:17]#[N:18])[CH:10]=2)[CH2:6][CH2:5][CH2:4][CH2:3][CH2:2]1, predict the reactants needed to synthesize it. The reactants are: [CH:1]1(/[CH:7]=[CH:8]/[C:9]2[S:13][CH:12]=[C:11]([CH:14]=[O:15])[CH:10]=2)[CH2:6][CH2:5][CH2:4][CH2:3][CH2:2]1.[CH3:16][C:17]#[N:18]. (5) Given the product [F:1][CH:2]([F:14])[C:3]1[C:4]([C:9]([O:11][CH2:12][CH3:13])=[O:10])=[CH:5][N:6]([CH3:18])[N:7]=1, predict the reactants needed to synthesize it. The reactants are: [F:1][CH:2]([F:14])[C:3]1[N:7](C)[N:6]=[CH:5][C:4]=1[C:9]([O:11][CH2:12][CH3:13])=[O:10].P(OC)(OC)(O[CH3:18])=O.CS(O)(=O)=O.